This data is from Full USPTO retrosynthesis dataset with 1.9M reactions from patents (1976-2016). The task is: Predict the reactants needed to synthesize the given product. (1) Given the product [F:33][C:16]1[CH:17]=[CH:18][C:19]([CH2:21][C:22]2[C:31]3[C:26](=[CH:27][CH:28]=[CH:29][CH:30]=3)[C:25](=[O:32])[NH:24][N:23]=2)=[CH:20][C:15]=1[N:10]1[C:11](=[O:14])[CH:12]([CH3:13])[N:8]([CH2:7][C:6]([OH:35])=[O:5])[C:9]1=[O:34], predict the reactants needed to synthesize it. The reactants are: C([O:5][C:6](=[O:35])[CH2:7][N:8]1[CH:12]([CH3:13])[C:11](=[O:14])[N:10]([C:15]2[CH:20]=[C:19]([CH2:21][C:22]3[C:31]4[C:26](=[CH:27][CH:28]=[CH:29][CH:30]=4)[C:25](=[O:32])[NH:24][N:23]=3)[CH:18]=[CH:17][C:16]=2[F:33])[C:9]1=[O:34])(C)(C)C.FC(F)(F)C(O)=O. (2) Given the product [CH3:21][C:7]1([CH3:6])[CH2:12][O:11][CH:10]([C:13]2[CH:14]=[CH:15][CH:16]=[CH:17][CH:18]=2)[O:9][C@H:8]1[CH:19]=[CH2:2], predict the reactants needed to synthesize it. The reactants are: [Li][CH2:2]CCC.[CH3:6][C:7]1([CH3:21])[CH2:12][O:11][CH:10]([C:13]2[CH:18]=[CH:17][CH:16]=[CH:15][CH:14]=2)[O:9][C@H:8]1[CH:19]=O.